Dataset: Catalyst prediction with 721,799 reactions and 888 catalyst types from USPTO. Task: Predict which catalyst facilitates the given reaction. (1) Reactant: [CH3:1][C:2]1[S:23][C:5]2[N:6]=[C:7]([CH2:11][N:12]3[CH:16]=[C:15]([CH:17]=[O:18])[C:14]([C:19]([F:22])([F:21])[F:20])=[N:13]3)[NH:8][C:9](=[O:10])[C:4]=2[C:3]=1[C:24]1[CH:29]=[CH:28][CH:27]=[CH:26][CH:25]=1.[BH4-].[Na+]. Product: [OH:18][CH2:17][C:15]1[C:14]([C:19]([F:20])([F:22])[F:21])=[N:13][N:12]([CH2:11][C:7]2[NH:8][C:9](=[O:10])[C:4]3[C:3]([C:24]4[CH:29]=[CH:28][CH:27]=[CH:26][CH:25]=4)=[C:2]([CH3:1])[S:23][C:5]=3[N:6]=2)[CH:16]=1. The catalyst class is: 61. (2) Reactant: [C@@H:1]12[CH2:7][N:6](C(OC(C)(C)C)=O)[C@@H:5]1[CH2:4][N:3]([C:15]([O:17][CH2:18][C:19]1[CH:24]=[CH:23][CH:22]=[CH:21][CH:20]=1)=[O:16])[CH2:2]2.FC(F)(F)C(O)=O. Product: [C@@H:1]12[CH2:7][NH:6][C@@H:5]1[CH2:4][N:3]([C:15]([O:17][CH2:18][C:19]1[CH:24]=[CH:23][CH:22]=[CH:21][CH:20]=1)=[O:16])[CH2:2]2. The catalyst class is: 2. (3) Reactant: [CH3:1][N:2]1[C:10]2[C:5](=[CH:6][C:7]([N+:11]([O-:13])=[O:12])=[CH:8][CH:9]=2)[C:4]([C:14]2[CH2:15][CH2:16][NH:17][CH2:18][CH:19]=2)=[CH:3]1.[CH:20]1([C:25](Cl)=[O:26])[CH2:24][CH2:23][CH2:22][CH2:21]1.CO. Product: [CH:20]1([C:25]([N:17]2[CH2:16][CH2:15][C:14]([C:4]3[C:5]4[C:10](=[CH:9][CH:8]=[C:7]([N+:11]([O-:13])=[O:12])[CH:6]=4)[N:2]([CH3:1])[CH:3]=3)=[CH:19][CH2:18]2)=[O:26])[CH2:24][CH2:23][CH2:22][CH2:21]1. The catalyst class is: 2. (4) Reactant: C([Si](C)(C)C)#C.CN(C)[CH2:9][CH2:10]N(C)C.C([Li])CCC.[Si:20]([O:27][CH2:28][CH:29]=[O:30])([C:23]([CH3:26])([CH3:25])[CH3:24])([CH3:22])[CH3:21]. Product: [Si:20]([O:27][CH2:28][CH:29]([OH:30])[C:9]#[CH:10])([C:23]([CH3:25])([CH3:26])[CH3:24])([CH3:22])[CH3:21]. The catalyst class is: 1. (5) Reactant: CC(C)(S([NH:6][CH:7]1[CH2:12][CH2:11][N:10]([C:13]([O:15][C:16]([CH3:19])([CH3:18])[CH3:17])=[O:14])[CH:9]([C:20]2[CH:25]=[CH:24][CH:23]=[CH:22][CH:21]=2)[CH2:8]1)=O)C. Product: [NH2:6][CH:7]1[CH2:12][CH2:11][N:10]([C:13]([O:15][C:16]([CH3:19])([CH3:18])[CH3:17])=[O:14])[CH:9]([C:20]2[CH:21]=[CH:22][CH:23]=[CH:24][CH:25]=2)[CH2:8]1. The catalyst class is: 209.